From a dataset of Forward reaction prediction with 1.9M reactions from USPTO patents (1976-2016). Predict the product of the given reaction. (1) Given the reactants [I:1][C:2]1[CH:3]=[C:4]([CH:8]=[CH:9][N:10]=1)[C:5]([OH:7])=[O:6].S(=O)(=O)(O)O.[CH3:16]O, predict the reaction product. The product is: [CH3:16][O:6][C:5](=[O:7])[C:4]1[CH:8]=[CH:9][N:10]=[C:2]([I:1])[CH:3]=1. (2) Given the reactants C(Cl)(=O)C(Cl)=O.CS(C)=O.[O:11]1[CH:15]=[CH:14][CH:13]=[C:12]1[C:16]1[N:17]=[C:18]([C:21]([NH:23][CH:24]2[CH2:29][CH2:28][CH2:27][CH2:26][CH:25]2[OH:30])=[O:22])[S:19][CH:20]=1.C(N(CC)CC)C, predict the reaction product. The product is: [O:11]1[CH:15]=[CH:14][CH:13]=[C:12]1[C:16]1[N:17]=[C:18]([C:21]([NH:23][CH:24]2[CH2:29][CH2:28][CH2:27][CH2:26][C:25]2=[O:30])=[O:22])[S:19][CH:20]=1. (3) Given the reactants Br[C:2]1[CH:7]=[CH:6][C:5]([N:8]2[C:12]3=[N:13][C:14]4[C:19]([Cl:20])=[CH:18][CH:17]=[C:16]([CH:21]([CH2:24][CH3:25])[CH2:22][CH3:23])[C:15]=4[N:11]3[CH2:10][CH2:9]2)=[C:4]([Cl:26])[CH:3]=1.CC1(C)C2C(=C(P(C3C=CC=CC=3)C3C=CC=CC=3)C=CC=2)OC2C(P(C3C=CC=CC=3)C3C=CC=CC=3)=CC=CC1=2.C(=O)([O-])[O-].[Cs+].[Cs+].[C:75]([NH2:78])(=[O:77])[CH3:76], predict the reaction product. The product is: [Cl:26][C:4]1[CH:3]=[C:2]([NH:78][C:75](=[O:77])[CH3:76])[CH:7]=[CH:6][C:5]=1[N:8]1[C:12]2=[N:13][C:14]3[C:19]([Cl:20])=[CH:18][CH:17]=[C:16]([CH:21]([CH2:24][CH3:25])[CH2:22][CH3:23])[C:15]=3[N:11]2[CH2:10][CH2:9]1. (4) Given the reactants [CH2:1]([N:8]1[CH2:17][CH2:16][C:15]2[CH:14]=[C:13](O)[N:12]=[N:11][C:10]=2[CH2:9]1)[C:2]1[CH:7]=[CH:6][CH:5]=[CH:4][CH:3]=1.O=P(Cl)(Cl)[Cl:21].C([O-])(O)=O.[Na+], predict the reaction product. The product is: [CH2:1]([N:8]1[CH2:17][CH2:16][C:15]2[CH:14]=[C:13]([Cl:21])[N:12]=[N:11][C:10]=2[CH2:9]1)[C:2]1[CH:7]=[CH:6][CH:5]=[CH:4][CH:3]=1. (5) The product is: [Si:11]([O:28][CH2:29][CH2:30]/[CH:31]=[N:10]/[NH:9][C:5]1[CH:6]=[CH:7][CH:8]=[C:3]([Cl:2])[CH:4]=1)([C:24]([CH3:25])([CH3:26])[CH3:27])([C:18]1[CH:19]=[CH:20][CH:21]=[CH:22][CH:23]=1)[C:12]1[CH:17]=[CH:16][CH:15]=[CH:14][CH:13]=1. Given the reactants Cl.[Cl:2][C:3]1[CH:4]=[C:5]([NH:9][NH2:10])[CH:6]=[CH:7][CH:8]=1.[Si:11]([O:28][CH2:29][CH2:30][CH:31]=O)([C:24]([CH3:27])([CH3:26])[CH3:25])([C:18]1[CH:23]=[CH:22][CH:21]=[CH:20][CH:19]=1)[C:12]1[CH:17]=[CH:16][CH:15]=[CH:14][CH:13]=1, predict the reaction product. (6) Given the reactants [Br:1][C:2]1[CH:3]=[C:4]2[C:8](=[CH:9][CH:10]=1)[C:7](=[O:11])[N:6]([C@H:12]([CH:17]([CH3:19])C)[C:13]([O:15][CH3:16])=[O:14])[CH2:5]2.Br[C:21]1[CH:30]=[CH:29]C(C(OC)=O)=[C:23](CBr)[CH:22]=1.Cl.COC(=O)C(C1C=CC=CC=1)N, predict the reaction product. The product is: [Br:1][C:2]1[CH:3]=[C:4]2[C:8](=[CH:9][CH:10]=1)[C:7](=[O:11])[N:6]([C@@H:12]([CH2:17][C:19]1[CH:29]=[CH:30][CH:21]=[CH:22][CH:23]=1)[C:13]([O:15][CH3:16])=[O:14])[CH2:5]2.